Task: Regression/Classification. Given a drug SMILES string, predict its absorption, distribution, metabolism, or excretion properties. Task type varies by dataset: regression for continuous measurements (e.g., permeability, clearance, half-life) or binary classification for categorical outcomes (e.g., BBB penetration, CYP inhibition). Dataset: cyp2c19_veith.. Dataset: CYP2C19 inhibition data for predicting drug metabolism from PubChem BioAssay The molecule is CN(C)Cc1ccccc1-c1nccc(N(C)Cc2ccco2)n1. The result is 0 (non-inhibitor).